This data is from Full USPTO retrosynthesis dataset with 1.9M reactions from patents (1976-2016). The task is: Predict the reactants needed to synthesize the given product. The reactants are: [F:1][C:2]1[CH:7]=[CH:6][CH:5]=[CH:4][C:3]=1[NH:8][C:9](=[O:29])[C@H:10]([O:12][C:13]1[CH:18]=[CH:17][C:16]([O:19][C:20]([F:28])=[CH:21][C:22]2[CH:27]=[CH:26][CH:25]=[CH:24][CH:23]=2)=[CH:15][CH:14]=1)[CH3:11].[H-].[Na+].[CH3:32]I. Given the product [F:1][C:2]1[CH:7]=[CH:6][CH:5]=[CH:4][C:3]=1[N:8]([CH3:32])[C:9](=[O:29])[C@H:10]([O:12][C:13]1[CH:18]=[CH:17][C:16]([O:19][C:20]([F:28])=[CH:21][C:22]2[CH:23]=[CH:24][CH:25]=[CH:26][CH:27]=2)=[CH:15][CH:14]=1)[CH3:11], predict the reactants needed to synthesize it.